From a dataset of Peptide-MHC class I binding affinity with 185,985 pairs from IEDB/IMGT. Regression. Given a peptide amino acid sequence and an MHC pseudo amino acid sequence, predict their binding affinity value. This is MHC class I binding data. (1) The MHC is HLA-A02:06 with pseudo-sequence HLA-A02:06. The peptide sequence is DVQRTRCKYV. The binding affinity (normalized) is 0.153. (2) The peptide sequence is RIYKRSLKL. The MHC is HLA-B45:06 with pseudo-sequence HLA-B45:06. The binding affinity (normalized) is 0.213.